Dataset: Forward reaction prediction with 1.9M reactions from USPTO patents (1976-2016). Task: Predict the product of the given reaction. (1) Given the reactants [H-].[Na+].[F:3][C:4]([F:18])([F:17])[C:5]1[CH:10]=[CH:9][N:8]=[C:7]([C:11]2[NH:12][O:13][C:14](=[O:16])[N:15]=2)[CH:6]=1.[Cl:19][C:20]1[CH:21]=[C:22]([CH:28]=[CH:29][C:30]=1[Cl:31])[C:23]([O:25][CH2:26]Cl)=[O:24].[Cl-].[NH4+], predict the reaction product. The product is: [Cl:19][C:20]1[CH:21]=[C:22]([CH:28]=[CH:29][C:30]=1[Cl:31])[C:23]([O:25][CH2:26][N:15]1[C:14](=[O:16])[O:13][N:12]=[C:11]1[C:7]1[CH:6]=[C:5]([C:4]([F:3])([F:17])[F:18])[CH:10]=[CH:9][N:8]=1)=[O:24]. (2) Given the reactants [F:1][C:2]([F:17])([F:16])[C:3]1[CH:8]=[C:7]([N+:9]([O-])=O)[CH:6]=[C:5]([C:12]([NH:14][CH3:15])=[O:13])[CH:4]=1.N1(C2C=C(C=C([N+]([O-])=O)C=2)C(NC)=O)CCOCC1, predict the reaction product. The product is: [NH2:9][C:7]1[CH:6]=[C:5]([CH:4]=[C:3]([C:2]([F:1])([F:16])[F:17])[CH:8]=1)[C:12]([NH:14][CH3:15])=[O:13]. (3) The product is: [CH2:1]([N:3]1[C:12]2[C:7](=[CH:8][C:9]([NH:14][C:15]3([C:21]#[CH:22])[CH2:20][CH2:19][CH2:18][CH2:17][CH2:16]3)=[C:10]([CH3:13])[N:11]=2)[C:6](=[O:23])[C:5]([C:24]([OH:26])=[O:25])=[CH:4]1)[CH3:2]. Given the reactants [CH2:1]([N:3]1[C:12]2[C:7](=[CH:8][C:9]([NH:14][C:15]3([C:21]#[CH:22])[CH2:20][CH2:19][CH2:18][CH2:17][CH2:16]3)=[C:10]([CH3:13])[N:11]=2)[C:6](=[O:23])[C:5]([C:24]([O:26]CC)=[O:25])=[CH:4]1)[CH3:2].[OH-].[Na+].C(#N)C, predict the reaction product. (4) Given the reactants [N:1]1([C:7]([O:9][C:10]([CH3:13])([CH3:12])[CH3:11])=[O:8])[CH2:6][CH2:5][NH:4][CH2:3][CH2:2]1.C(=O)([O-])[O-].[K+].[K+].Br[CH:21]1[CH2:25][CH2:24][O:23][C:22]1=[O:26], predict the reaction product. The product is: [O:26]=[C:22]1[CH:21]([N:4]2[CH2:5][CH2:6][N:1]([C:7]([O:9][C:10]([CH3:13])([CH3:12])[CH3:11])=[O:8])[CH2:2][CH2:3]2)[CH2:25][CH2:24][O:23]1. (5) Given the reactants [N+:1]([C:4]1[CH:19]=[CH:18][CH:17]=[CH:16][C:5]=1[O:6][CH2:7][CH2:8][O:9][CH2:10][CH2:11][O:12][CH2:13][CH2:14][OH:15])([O-])=O, predict the reaction product. The product is: [NH2:1][C:4]1[CH:19]=[CH:18][CH:17]=[CH:16][C:5]=1[O:6][CH2:7][CH2:8][O:9][CH2:10][CH2:11][O:12][CH2:13][CH2:14][OH:15]. (6) Given the reactants [Cl:1][C:2]1[CH:7]=[C:6]([C:8]([F:11])([F:10])[F:9])[CH:5]=[C:4]([Cl:12])[C:3]=1[N:13]1[C:17]([N:18]2[CH2:23][CH2:22][NH:21][CH2:20][CH2:19]2)=[C:16]([S:24]([C:27]([F:30])([F:29])[F:28])(=[O:26])=[O:25])[C:15]([C:31]#[N:32])=[N:14]1.C(N(C(C)C)CC)(C)C.O1CCOCC1.[CH3:48][CH2:49][CH2:50][CH2:51][CH2:52][CH2:53][CH3:54].C(OCC)(=O)C, predict the reaction product. The product is: [Cl:1][C:2]1[CH:7]=[C:6]([C:8]([F:11])([F:10])[F:9])[CH:5]=[C:4]([Cl:12])[C:3]=1[N:13]1[C:17]([N:18]2[CH2:19][CH2:20][N:21]([CH2:48][C:49]3[CH:54]=[CH:53][CH:52]=[CH:51][CH:50]=3)[CH2:22][CH2:23]2)=[C:16]([S:24]([C:27]([F:28])([F:30])[F:29])(=[O:26])=[O:25])[C:15]([C:31]#[N:32])=[N:14]1. (7) Given the reactants [CH3:1][C:2]1([CH3:17])[C:13]2[C:14]3[N:5]([C:6](=[O:16])[C:7](=[O:15])[NH:8][C:9]=3[CH:10]=[CH:11][CH:12]=2)[CH2:4][CH2:3]1.C(=O)([O-])[O-].[Cs+].[Cs+].Br[CH2:25]/[CH:26]=[C:27](\[CH3:34])/[CH2:28][CH2:29][CH:30]=[C:31]([CH3:33])[CH3:32].O, predict the reaction product. The product is: [CH3:34]/[C:27](/[CH2:28][CH2:29][CH:30]=[C:31]([CH3:33])[CH3:32])=[CH:26]\[CH2:25][N:8]1[C:9]2[CH:10]=[CH:11][CH:12]=[C:13]3[C:2]([CH3:17])([CH3:1])[CH2:3][CH2:4][N:5]([C:14]=23)[C:6](=[O:16])[C:7]1=[O:15]. (8) Given the reactants C[O:2][C:3]1[CH:8]=[CH:7][CH:6]=[CH:5][C:4]=1[C:9]1[N:14]=[CH:13][N:12]=[C:11]([O:15][C:16]2[CH:25]=[C:24]3[C:19]([CH:20]=[CH:21][CH:22]=[N:23]3)=[CH:18][CH:17]=2)[CH:10]=1.B(Br)(Br)Br, predict the reaction product. The product is: [N:23]1[C:24]2[C:19](=[CH:18][CH:17]=[C:16]([O:15][C:11]3[N:12]=[CH:13][N:14]=[C:9]([C:4]4[CH:5]=[CH:6][CH:7]=[CH:8][C:3]=4[OH:2])[CH:10]=3)[CH:25]=2)[CH:20]=[CH:21][CH:22]=1. (9) Given the reactants Cl[C:2]1[CH:7]=[CH:6][N:5]=[C:4]2[CH:8]=[CH:9][NH:10][C:3]=12.[CH3:11][O:12][Na], predict the reaction product. The product is: [CH3:11][O:12][C:2]1[CH:7]=[CH:6][N:5]=[C:4]2[CH:8]=[CH:9][NH:10][C:3]=12. (10) Given the reactants [NH2:1][CH2:2][C@@H:3]1[C@H:8]([CH3:9])[CH2:7][CH2:6][CH2:5][N:4]1[C:10]([C:12]1[CH:17]=[C:16]([F:18])[CH:15]=[CH:14][C:13]=1[C:19]1[N:24]=[CH:23][CH:22]=[CH:21][N:20]=1)=[O:11].F[C:26]1[CH:31]=[CH:30][C:29]([C:32]([F:35])([F:34])[F:33])=[CH:28][N:27]=1, predict the reaction product. The product is: [F:18][C:16]1[CH:15]=[CH:14][C:13]([C:19]2[N:20]=[CH:21][CH:22]=[CH:23][N:24]=2)=[C:12]([C:10]([N:4]2[CH2:5][CH2:6][CH2:7][C@@H:8]([CH3:9])[C@H:3]2[CH2:2][NH:1][C:26]2[CH:31]=[CH:30][C:29]([C:32]([F:35])([F:34])[F:33])=[CH:28][N:27]=2)=[O:11])[CH:17]=1.